Dataset: Full USPTO retrosynthesis dataset with 1.9M reactions from patents (1976-2016). Task: Predict the reactants needed to synthesize the given product. (1) Given the product [CH3:36][C:34]1[CH:35]=[C:30]([N:52]2[CH2:57][CH2:56][O:55][CH2:54][CH2:53]2)[CH:31]=[C:32]([CH3:45])[C:33]=1[NH:37][C:38](=[O:44])[CH2:39][C:40]([CH3:43])([CH3:42])[CH3:41], predict the reactants needed to synthesize it. The reactants are: CN(C1C(C2C(P(C3CCCCC3)C3CCCCC3)=CC=CC=2)=CC=CC=1)C.Br[C:30]1[CH:35]=[C:34]([CH3:36])[C:33]([NH:37][C:38](=[O:44])[CH2:39][C:40]([CH3:43])([CH3:42])[CH3:41])=[C:32]([CH3:45])[CH:31]=1.CC(C)([O-])C.[Na+].[NH:52]1[CH2:57][CH2:56][O:55][CH2:54][CH2:53]1. (2) Given the product [CH3:30][C:22]1[CH:23]=[CH:24][CH:25]=[C:26]([N+:27]([O-:29])=[O:28])[C:21]=1[C:9]1[CH2:14][C:13]([CH3:15])([CH3:16])[CH2:12][C:11]([CH3:18])([CH3:17])[CH:10]=1, predict the reactants needed to synthesize it. The reactants are: CC1(C)C(C)(C)OB([C:9]2[CH2:14][C:13]([CH3:16])([CH3:15])[CH2:12][C:11]([CH3:18])([CH3:17])[CH:10]=2)O1.Br[C:21]1[C:26]([N+:27]([O-:29])=[O:28])=[CH:25][CH:24]=[CH:23][C:22]=1[CH3:30].P([O-])([O-])([O-])=O.[K+].[K+].[K+].COCCOC.